From a dataset of Forward reaction prediction with 1.9M reactions from USPTO patents (1976-2016). Predict the product of the given reaction. (1) Given the reactants [N:1]([O-])=O.[Na+].[NH2:5][C:6]1[CH:11]=[CH:10][CH:9]=[CH:8][CH:7]=1.[F:12][B-:13]([F:16])([F:15])[F:14].[H+], predict the reaction product. The product is: [F:12][B-:13]([F:16])([F:15])[F:14].[C:6]1([N+:5]#[N:1])[CH:11]=[CH:10][CH:9]=[CH:8][CH:7]=1. (2) Given the reactants [CH3:1][C:2]12[CH2:18][CH2:17][C:16]3[CH:7]([O:8][CH2:9][C:10]4[C:15]=3[CH2:14][CH2:13][C:12](=[O:19])[CH:11]=4)[CH:6]1[CH2:5][CH2:4][C:3]2=[O:20].[CH2:21](O)[CH2:22][OH:23].Cl.[NH+]1C=CC=CC=1.C(OCC)(=[O:34])C, predict the reaction product. The product is: [CH3:1][C:2]12[C:3](=[O:20])[CH2:4][CH2:5][CH:6]1[CH:7]1[C:16]([CH2:17][CH2:18]2)=[C:15]([CH2:14][CH2:13][C:12]2([CH3:11])[O:23][CH2:22][CH2:21][O:19]2)[C:10](=[O:34])[CH2:9][O:8]1. (3) Given the reactants C(Cl)(=O)C.[CH2:5]1[C:13]2[C:8](=[CH:9][C:10]([NH:14][C:15]([N:17]3[CH2:25][C:24]4[C:19](=[CH:20][CH:21]=[CH:22][CH:23]=4)[CH2:18]3)=[O:16])=[CH:11][CH:12]=2)[CH2:7][NH:6]1.NC1C=C2C(=CC=1)CN(C(NC1C=[CH:43][C:42]([C:45](=[O:50])NCCC)=[CH:41]C=1)=O)C2, predict the reaction product. The product is: [C:45]([N:6]1[CH2:7][C:8]2[C:13](=[CH:12][CH:11]=[C:10]([NH:14][C:15]([N:17]3[CH2:25][C:24]4[C:19](=[CH:20][CH:21]=[CH:22][CH:23]=4)[CH2:18]3)=[O:16])[CH:9]=2)[CH2:5]1)(=[O:50])[CH:42]([CH3:43])[CH3:41].